From a dataset of Experimentally validated miRNA-target interactions with 360,000+ pairs, plus equal number of negative samples. Binary Classification. Given a miRNA mature sequence and a target amino acid sequence, predict their likelihood of interaction. (1) Result: 0 (no interaction). The protein sequence of the target gene is MSSLQMSEMSKTYQYRKVMKPMLERKRRARINKCLDELKDLMVATLESEGEHVTRLEKADILELTVTHLQKMKQQRQHKRASGDESLTPAEGFRSGYIHAVNEVSRSLSQLPGMNVSLGTQLMTHLGQRLNQIQPAEKEVLPVTAPLSVHIANRDAYSVPISPISSYAGSPNSNTSSTSHSLLTTIDVTKMEDDSEDEENVWRPW. The miRNA is hsa-miR-545-5p with sequence UCAGUAAAUGUUUAUUAGAUGA. (2) The miRNA is mmu-miR-677-5p with sequence UUCAGUGAUGAUUAGCUUCUGA. Result: 0 (no interaction). The protein sequence of the target gene is MGGFFSSIFSSLFGTREMRILILGLDGAGKTTILYRLQVGEVVTTIPTIGFNVETVTYKNLKFQVWDLGGQTSIRPYWRCYYSNTDAVIYVVDSCDRDRIGISKSELVAMLEEEELRKAILVVFANKQDMEQAMTSSEMANSLGLPALKDRKWQIFKTSATKGTGLDEAMEWLVETLKSRQ. (3) The miRNA is cel-miR-237-5p with sequence UCCCUGAGAAUUCUCGAACAGCU. The protein sequence of the target gene is MHGGGPPSGDSACPLRTIKRVQFGVLSPDELKRMSVTEGGIKYPETTEGGRPKLGGLMDPRQGVIERTGRCQTCAGNMTECPGHFGHIELAKPVFHVGFLVKTMKVLRCVCFFCSKLLVDSNNPKIKDILAKSKGQPKKRLTHVYDLCKGKNICEGGEEMDNKFGVEQPEGDEDLTKEKGHGGCGRYQPRIRRSGLELYAEWKHVNEDSQEKKILLSPERVHEIFKRISDEECFVLGMEPRYARPEWMIVTVLPVPPLSVRPAVVMQGSARNQDDLTHKLADIVKINNQLRRNEQNGAAA.... Result: 0 (no interaction). (4) The miRNA is cel-miR-82-3p with sequence UGAGAUCAUCGUGAAAGCCAGU. The protein sequence of the target gene is METAERISAAASAASSRRAKRLAQQAHKTHPVIQAKQNQMYLITTLSPAQVDNSLINRVLPKEVLLKVFSFLDTKALCRSAQVCRSWSILALDGSNWQRVDLFTFQRDVKTAVVENLARRCGGFLKELSLKGCENVHDSALRTFTSRCPNLEHLSLYRCKRVTDASCENLGRYCHKLNYLNLENCSSITDRAMKYIGDGCPNLSYLNISWCDAIQDRGVQIILSNCKSLDTLILRGCEGLTENVFGSVEAHMGAIKKLNLLQCFQLTDITVQNIANGATALEYLCMSNCNQISDRSLVSL.... Result: 0 (no interaction). (5) The miRNA is hsa-miR-5004-3p with sequence CUUGGAUUUUCCUGGGCCUCAG. The protein sequence of the target gene is MLVLLAFIIAFHITSAALLFIATVDNAWWVGDEFFADVWRICTNNTNCTVINDSFQEYSTLQAVQATMILSTILCCIAFFIFVLQLFRLKQGERFVLTSIIQLMSCLCVMIAASIYTDRREDIHDKNAKFYPVTREGSYGYSYILAWVAFACTFISGMMYLILRKRK. Result: 1 (interaction). (6) The miRNA is mmu-miR-129-2-3p with sequence AAGCCCUUACCCCAAAAAGCAU. The protein sequence of the target gene is MADTGLRRVVPSDLYPLVLRFLRDSQLSEVASKFAKATGATQQDANASSLLDIYSFWLNRSTKAPKVKLQSNGPVTKKAKKETSSSDSSEDSSEDEDKKAQGLPTQKAAAQVKRASVPQHAGKAAAKASESSSSEESSEEEEEDKKKKPVQQKAAKPQAKAVRPPAKKAESSESDSDSDSDSSSEEETPQTQKPKAAVAAKAQTKAEAKPGTPAKAQPKVANGKAAASSSSSSSSDDSEEEKKAAAPPKKTVPKKQVVAKAPVKVAAAPTQKSSSSEDSSSEEEEGQRQPMKKKAGPYSS.... Result: 0 (no interaction). (7) The miRNA is hsa-miR-500b-5p with sequence AAUCCUUGCUACCUGGGU. The protein sequence of the target gene is MCLSPVKGAKLILIFLFLGAVQSNALIVNLTDSKGTCLYAEWEMNFTITYETTNQTNKTITIAVPDKATHDGSSCGDDRNSAKIMIQFGFAVSWAVNFTKEASHYSIHDIVLSYNTSDSTVFPGAVAKGVHTVKNPENFKVPLDVIFKCNSVLTYNLTPVVQKYWGIHLQAFVQNGTVSKNEQVCEEDQTPTTVAPIIHTTAPSTTTTLTPTSTPTPTPTPTPTVGNYSIRNGNTTCLLATMGLQLNITEEKVPFIFNINPATTNFTGSCQPQSAQLRLNNSQIKYLDFIFAVKNEKRFY.... Result: 0 (no interaction). (8) The miRNA is mmu-miR-3058-5p with sequence UCAGCCACGGCUUACCUGGAAGA. The protein sequence of the target gene is MSEADSSSGFAGSVENGTFLELFPTSLSTSVDSSSGHLSNVYIYVSIFLSLLAFLLLLLIIALQRLKNIISSSSSYPEYPSDAGSSFTNLEVCSISSQRSTFSNLSS. Result: 0 (no interaction). (9) The miRNA is hsa-miR-6805-5p with sequence UAGGGGGCGGCUUGUGGAGUGU. The protein sequence of the target gene is MNHCQLPVVIDNGSGMIKAGVAGCREPQFIYPNIIGRAKGQSRAAQGGLELCVGDQAQDWRSSLFISYPVERGLITSWEDMEIMWKHIYDYNLKLKPCDGPVLITEPALNPLANRQQITEMFFEHLGVPAFYMSIQAVLALFAAGFTTGLVLNSGAGVTQSVPIFEGYCLPHGVQQLDLAGLDLTNYLMVLMKNHGIMLLSASDRKIVEDIKESFCYVAMNYEEEMAKKPDCLEKVYQLPDGKVIQLHDQLFSCPEALFSPCHMNLEAPGIDKICFSSIMKCDTGLRNSFFSNIILAGGS.... Result: 0 (no interaction). (10) The miRNA is hsa-miR-16-5p with sequence UAGCAGCACGUAAAUAUUGGCG. The protein sequence of the target gene is MACAAVMIPGLLRCSVGAIRIEAASLRLTLSTLRHLTLTSIMKSKRKTDHMERTASVLRREIVSAAKVCGAASESPSVKSLRLLVADQDFSFKAGQWVDFFIPGVSVVGGFSICSSPRLLEQERVIELAVKYTNHPPALWVHNTCTLDCEVAVRVGGEFFFDPQPADASRNLVLIAGGVGINPLLSILRHAADLLREQANKRNGYEIGTIKLFYSAKNTSELLFKKNILDLVNEFPEKIACSLHVTKQTTQINAELKPYITEGRITEKEIRDHISKETLFYICGPPPMTDFFSKQLENNH.... Result: 1 (interaction).